This data is from Experimentally validated miRNA-target interactions with 360,000+ pairs, plus equal number of negative samples. The task is: Binary Classification. Given a miRNA mature sequence and a target amino acid sequence, predict their likelihood of interaction. (1) The miRNA is hsa-miR-548ay-5p with sequence AAAAGUAAUUGUGGUUUUUGC. The protein sequence of the target gene is MCDFTEDQTAEFKEAFQLFDRTGDGKILYSQCGDVMRALGQNPTNAEVLKVLGNPKSDEMNVKVLDFEHFLPMLQTVAKNKDQGTYEDYVEGLRVFDKEGNGTVMGAEIRHVLVTLGEKMTEEEVEMLVAGHEDSNGCINYEAFVRHILSG. Result: 0 (no interaction). (2) The miRNA is mmu-miR-327 with sequence ACUUGAGGGGCAUGAGGAU. Result: 0 (no interaction). The protein sequence of the target gene is MLAGLKVKKQELANSSDVTLPDRPLSPPLTAPPTMKSAEFFEMLEKMQGIKLEEQRPGPQKNKDDYIPYPSIDEVVEKGGPYPLIILPQFGGYWIEDPENVGTPTSLGSSVYEEEEEDSLSPNTFGYKLECRGEARAYRRHFLGKDHLNFYCTGSSLGNLILSIKCEEAEGMEYLRIILRSKLKTVHERIPLAGLSKLPSVPQIAKAFCDDAVGLKFNPVLYPKASQMIVSYDEHDVNNTFKFGVIYQKARQTLEEELFGNNEESPAFKEFLDLLGDTITLQDFKGFRGGLDVTHGQTGV....